From a dataset of Reaction yield outcomes from USPTO patents with 853,638 reactions. Predict the reaction yield, written as a fraction of the theoretical maximum amount of product (1.0 means a 100% yield; for example, 0.34 means a 34% yield). (1) The product is [CH2:6]([O:5][C:3](=[O:4])[CH2:2][O:29][C:25]1[CH:26]=[CH:27][CH:28]=[C:23]([CH2:22][CH2:21][N:20]([CH2:30][CH2:31][CH2:32][CH2:33][CH2:34][CH2:35][CH3:36])[C:19]([NH:18][C:11]2[CH:12]=[CH:13][C:14]([O:16][CH3:17])=[CH:15][C:10]=2[O:9][CH3:8])=[O:37])[CH:24]=1)[CH3:7]. The yield is 0.950. The catalyst is O. The reactants are Br[CH2:2][C:3]([O:5][CH2:6][CH3:7])=[O:4].[CH3:8][O:9][C:10]1[CH:15]=[C:14]([O:16][CH3:17])[CH:13]=[CH:12][C:11]=1[NH:18][C:19](=[O:37])[N:20]([CH2:30][CH2:31][CH2:32][CH2:33][CH2:34][CH2:35][CH3:36])[CH2:21][CH2:22][C:23]1[CH:28]=[CH:27][CH:26]=[C:25]([OH:29])[CH:24]=1.C(=O)([O-])[O-].[K+].[K+].CN(C)C=O. (2) The reactants are [Cl:1][C:2]1[C:10]2[N:9]=[C:8]3[N:11]([C:15]4[CH:20]=[CH:19][C:18]([Cl:21])=[CH:17][C:16]=4[Cl:22])[CH2:12][CH2:13][CH2:14][N:7]3[C:6]=2[C:5]([CH:23]([CH:25]2[CH2:27][CH2:26]2)[OH:24])=[CH:4][CH:3]=1.[H-].[Na+].I[CH2:31][CH3:32].[Cl-].[NH4+]. The catalyst is CN(C)C=O. The product is [Cl:1][C:2]1[C:10]2[N:9]=[C:8]3[N:11]([C:15]4[CH:20]=[CH:19][C:18]([Cl:21])=[CH:17][C:16]=4[Cl:22])[CH2:12][CH2:13][CH2:14][N:7]3[C:6]=2[C:5]([CH:23]([CH:25]2[CH2:27][CH2:26]2)[O:24][CH2:31][CH3:32])=[CH:4][CH:3]=1. The yield is 0.690. (3) The reactants are C([O:8][C:9]1[CH:10]=[C:11]2[C:15](=[CH:16][CH:17]=1)[N:14]([C:18]([O:20][C:21]([CH3:24])([CH3:23])[CH3:22])=[O:19])[CH:13]=[CH:12]2)C1C=CC=CC=1.C([O-])=O.[NH4+]. The catalyst is CCO.[Pd]. The product is [OH:8][C:9]1[CH:10]=[C:11]2[C:15](=[CH:16][CH:17]=1)[N:14]([C:18]([O:20][C:21]([CH3:24])([CH3:23])[CH3:22])=[O:19])[CH:13]=[CH:12]2. The yield is 0.740. (4) The yield is 0.550. The reactants are [NH2:1][C:2]1[S:3][C:4]2[C:10]([C:11]3[CH:16]=[CH:15][CH:14]=[CH:13][CH:12]=3)=[CH:9][CH:8]=[C:7]([O:17][CH3:18])[C:5]=2[N:6]=1.[C:19]([N:27]=[C:28]=[S:29])(=[O:26])[C:20]1[CH:25]=[CH:24][CH:23]=[CH:22][CH:21]=1. The catalyst is O1CCOCC1. The product is [C:19]([NH:27][C:28]([NH:1][C:2]1[S:3][C:4]2[C:10]([C:11]3[CH:16]=[CH:15][CH:14]=[CH:13][CH:12]=3)=[CH:9][CH:8]=[C:7]([O:17][CH3:18])[C:5]=2[N:6]=1)=[S:29])(=[O:26])[C:20]1[CH:25]=[CH:24][CH:23]=[CH:22][CH:21]=1.